Dataset: Catalyst prediction with 721,799 reactions and 888 catalyst types from USPTO. Task: Predict which catalyst facilitates the given reaction. Reactant: [NH2:1][C:2]1[CH:11]=[CH:10][CH:9]=[C:8]2[C:3]=1[CH:4]=[CH:5][C:6]([CH3:12])=[N:7]2.[CH3:13][O:14][C:15]1[CH:22]=[CH:21][CH:20]=[CH:19][C:16]=1[CH:17]=O.C(O)(=O)C. Product: [CH3:13][O:14][C:15]1[CH:22]=[CH:21][CH:20]=[CH:19][C:16]=1[CH:17]=[N:1][C:2]1[CH:11]=[CH:10][CH:9]=[C:8]2[C:3]=1[CH:4]=[CH:5][C:6]([CH3:12])=[N:7]2. The catalyst class is: 11.